This data is from Experimentally validated miRNA-target interactions with 360,000+ pairs, plus equal number of negative samples. The task is: Binary Classification. Given a miRNA mature sequence and a target amino acid sequence, predict their likelihood of interaction. (1) The miRNA is hsa-miR-328-5p with sequence GGGGGGGCAGGAGGGGCUCAGGG. The protein sequence of the target gene is MFSVFEEITRIVVKEMDAGGDMIAVRSLVDADRFRCFHLVGEKRTFFGCRHYTTGLTLMDILDTDGDKWLDELDSGLQGQKAEFQILDNVDSTGELIVRLPKEITISGSFQGFHHQKIKISENRISQQYLATLENRKLKRELPFSFRSINTRENLYLVTETLETVKEETLKSDRQYKFWSQISQGHLSYKHKGQREVTIPPNRVLSYRVKQLVFPNKETMSAGLDIHFRGKTKSFPEGKSLGSEDSRNMKEKLEDMESVLKDLTEEKRKDVLNSLAKCLGKEDIRQDLEQRVSEVLISGE.... Result: 0 (no interaction). (2) The miRNA is hsa-miR-1910-3p with sequence GAGGCAGAAGCAGGAUGACA. The protein sequence of the target gene is MFPAQDALPRSGLNLKEEPLLPAGLGSVRSWMQGAGILDASTAAQSGVGLARAHFEKQPPSNLRKSNFFHFVLAMYDRQGQPVEVERTAFIDFVEKDREPGAEKTNNGIHYRLRLVYNNGLRTEQDLYVRLIDSMSKQAIIYEGQDKNPEMCRVLLTHEIMCSRCCDRKSCGNRNETPSDPVIIDRFFLKFFLKCNQNCLKNAGNPRDMRRFQVVVSTTVSVDGHVLAVSDNMFVHNNSKHGRRARRLDPSEAATPCIKAISPGEGWTTGGATVIVIGDNFFDGLQVVFGNVLVWSELIT.... Result: 0 (no interaction). (3) The miRNA is hsa-miR-6754-5p with sequence CCAGGGAGGCUGGUUUGGAGGA. The protein sequence of the target gene is MADDAGAAGGPGGPGGPGMGNRGGFRGGFGSGIRGRGRGRGRGRGRGRGARGGKAEDKEWMPVTKLGRLVKDMKIKSLEEIYLFSLPIKESEIIDFFLGASLKDEVLKIMPVQKQTRAGQRTRFKAFVAIGDYNGHVGLGVKCSKEVATAIRGAIILAKLSIVPVRRGYWGNKIGKPHTVPCKVTGRCGSVLVRLIPAPRGTGIVSAPVPKKLLMMAGIDDCYTSARGCTATLGNFAKATFDAISKTYSYLTPDLWKETVFTKSPYQEFTDHLVKTHTRVSVQRTQAPAVATT. Result: 0 (no interaction). (4) The miRNA is cel-miR-266 with sequence AGGCAAGACUUUGGCAAAGC. The protein sequence of the target gene is MSGEENPASKPTPVQDVQGDGRWMSLHHRFVADSKDKEPEVVFIGDSLVQLMHQCEIWRELFSPLHALNFGIGGDGTQHVLWRLENGELEHIRPKIVVVWVGTNNHGHTAEQVTGGIKAIVQLVNERQPQARVVVLGLLPRGQHPNPLREKNRQVNELVRAALAGHPRAHFLDADPGFVHSDGTISHHDMYDYLHLSRLGYTPVCRALHSLLLRLLAQDQGQGAPLLEPAP. Result: 0 (no interaction). (5) The miRNA is mmu-miR-1843a-5p with sequence UAUGGAGGUCUCUGUCUGACU. The protein sequence of the target gene is MAAPVDGSSGGWAARALRRALALTSLTTLALLASLTGLLLSGPAGALPTLGPGWQRQNPDPPVSRTRSLLLDAASGQLRLEDGFHPDAVAWANLTNAIRETGWAYLDLSTNGRYNDSLQAYAAGVVEASVSEELIYMHWMNTVVNYCGPFEYEVGYCEKLKNFLEANLEWMQREMELNPDSPYWHQVRLTLLQLKGLEDSYEGRLTFPTGRFTIKPLGFLLLQISGDLEDLEPALNKTNTKPSLGSGSCSALIKLLPGGHDLLVAHNTWNSYQNMLRIIKKYRLQFREGPQEEYPLVAGN.... Result: 0 (no interaction). (6) The miRNA is hsa-miR-372-5p with sequence CCUCAAAUGUGGAGCACUAUUCU. The protein sequence of the target gene is MSWGTELWDQFDNLEKHTQWGIDILEKYIKFVKERTEIELSYAKQLRNLSKKYQPKKNSKEEEEYKYTSCKAFISNLNEMNDYAGQHEVISENMASQIIVDLARYVQELKQERKSNFHDGRKAQQHIETCWKQLESSKRRFERDCKEADRAQQYFEKMDADINVTKADVEKARQQAQIRHQMAEDSKADYSSILQKFNHEQHEYYHTHIPNIFQKIQEMEERRIVRMGESMKTYAEVDRQVIPIIGKCLDGIVKAAESIDQKNDSQLVIEAYKSGFEPPGDIEFEDYTQPMKRTVSDNSL.... Result: 1 (interaction).